From a dataset of Catalyst prediction with 721,799 reactions and 888 catalyst types from USPTO. Predict which catalyst facilitates the given reaction. Reactant: [CH:1]1([CH2:4][NH:5][C:6]2[C:7]([CH2:28][O:29][CH3:30])=[N:8][N:9]3[C:14]([C:15]4[C:20]([O:21][CH3:22])=[CH:19][C:18]([CH2:23][O:24][CH3:25])=[CH:17][C:16]=4[O:26][CH3:27])=[CH:13][CH:12]=[CH:11][C:10]=23)[CH2:3][CH2:2]1.[O:31]1[CH2:36][CH2:35][CH:34]([CH:37]=O)[CH2:33][CH2:32]1.C(O[BH-](OC(=O)C)OC(=O)C)(=O)C.[Na+].C(=O)(O)[O-].[Na+]. Product: [CH:1]1([CH2:4][N:5]([C:6]2[C:7]([CH2:28][O:29][CH3:30])=[N:8][N:9]3[C:14]([C:15]4[C:16]([O:26][CH3:27])=[CH:17][C:18]([CH2:23][O:24][CH3:25])=[CH:19][C:20]=4[O:21][CH3:22])=[CH:13][CH:12]=[CH:11][C:10]=23)[CH2:37][CH:34]2[CH2:35][CH2:36][O:31][CH2:32][CH2:33]2)[CH2:3][CH2:2]1. The catalyst class is: 355.